Dataset: Full USPTO retrosynthesis dataset with 1.9M reactions from patents (1976-2016). Task: Predict the reactants needed to synthesize the given product. (1) Given the product [F:1][C:2]([F:35])([F:36])[C:3]1[CH:4]=[C:5]([C:13]([CH3:34])([CH3:33])[C:14]([N:16]([CH3:37])[C:17]2[CH:22]=[C:21]([N+:23]([O-:25])=[O:24])[CH:20]=[CH:19][C:18]=2[C:26]2[CH:31]=[CH:30][CH:29]=[CH:28][C:27]=2[CH3:32])=[O:15])[CH:6]=[C:7]([C:9]([F:11])([F:10])[F:12])[CH:8]=1, predict the reactants needed to synthesize it. The reactants are: [F:1][C:2]([F:36])([F:35])[C:3]1[CH:4]=[C:5]([C:13]([CH3:34])([CH3:33])[C:14]([NH:16][C:17]2[CH:22]=[C:21]([N+:23]([O-:25])=[O:24])[CH:20]=[CH:19][C:18]=2[C:26]2[CH:31]=[CH:30][CH:29]=[CH:28][C:27]=2[CH3:32])=[O:15])[CH:6]=[C:7]([C:9]([F:12])([F:11])[F:10])[CH:8]=1.[CH3:37][Si](C)(C)[N-][Si](C)(C)C.[K+].CI.C(OCC)(=O)C. (2) Given the product [Br:47][CH2:21][CH:18]1[CH2:19][CH2:20][N:15]([C:9]2[C:8]([NH:7][C:5](=[O:6])[C:4]3[CH:24]=[CH:25][CH:26]=[C:2]([Cl:1])[CH:3]=3)=[CH:13][C:12]([Cl:14])=[CH:11][N:10]=2)[CH2:16][CH2:17]1, predict the reactants needed to synthesize it. The reactants are: [Cl:1][C:2]1[CH:3]=[C:4]([CH:24]=[CH:25][CH:26]=1)[C:5]([NH:7][C:8]1[C:9]([N:15]2[CH2:20][CH2:19][CH:18]([CH:21](O)C)[CH2:17][CH2:16]2)=[N:10][CH:11]=[C:12]([Cl:14])[CH:13]=1)=[O:6].C1(P(C2C=CC=CC=2)C2C=CC=CC=2)C=CC=CC=1.C(Br)(Br)(Br)[Br:47]. (3) Given the product [C:1]([O:5][C:6]([N:8]1[CH2:13][CH2:12][N:11]([C:14]2[CH:19]=[CH:18][C:17]([Cl:20])=[CH:16][C:15]=2[C:21]([OH:26])=[O:23])[CH2:10][CH2:9]1)=[O:7])([CH3:4])([CH3:3])[CH3:2], predict the reactants needed to synthesize it. The reactants are: [C:1]([O:5][C:6]([N:8]1[CH2:13][CH2:12][N:11]([C:14]2[CH:19]=[CH:18][C:17]([Cl:20])=[CH:16][C:15]=2[C:21]#N)[CH2:10][CH2:9]1)=[O:7])([CH3:4])([CH3:3])[CH3:2].[OH-:23].[Na+].C[OH:26]. (4) Given the product [CH3:29][N:9]([CH3:8])[CH2:10][CH2:11][C:12]1[S:16][C:15]2[CH:17]=[CH:18][CH:19]=[CH:20][C:14]=2[C:13]=1[CH:21]([C:24]1[S:28][CH:27]=[N:26][CH:25]=1)[CH3:22], predict the reactants needed to synthesize it. The reactants are: [Na+].[I-].C[Si](Cl)(C)C.[CH3:8][N:9]([CH3:29])[CH2:10][CH2:11][C:12]1[S:16][C:15]2[CH:17]=[CH:18][CH:19]=[CH:20][C:14]=2[C:13]=1[C:21]([C:24]1[S:28][CH:27]=[N:26][CH:25]=1)(O)[CH3:22]. (5) Given the product [CH3:1][N:2]([CH3:11])[C:3]1[CH:10]=[CH:9][C:6]([CH2:7][NH:18][C:17]2[CH:19]=[CH:20][C:14]([CH2:12][CH3:13])=[CH:15][CH:16]=2)=[CH:5][CH:4]=1, predict the reactants needed to synthesize it. The reactants are: [CH3:1][N:2]([CH3:11])[C:3]1[CH:10]=[CH:9][C:6]([CH:7]=O)=[CH:5][CH:4]=1.[CH2:12]([C:14]1[CH:20]=[CH:19][C:17]([NH2:18])=[CH:16][CH:15]=1)[CH3:13]. (6) Given the product [Cl:22][C:15]1[C:16]([F:21])=[CH:17][CH:18]=[C:19]([Cl:20])[C:14]=1[C@H:12]([O:11][C:10]1[C:5]2[O:4][CH:3]=[C:2]([C:32]3[N:33]=[CH:34][S:35][CH:36]=3)[C:6]=2[CH:7]=[N:8][C:9]=1[NH2:23])[CH3:13], predict the reactants needed to synthesize it. The reactants are: Br[C:2]1[C:6]2[CH:7]=[N:8][C:9]([NH2:23])=[C:10]([O:11][C@@H:12]([C:14]3[C:19]([Cl:20])=[CH:18][CH:17]=[C:16]([F:21])[C:15]=3[Cl:22])[CH3:13])[C:5]=2[O:4][CH:3]=1.CC1(C)C(C)(C)OB([C:32]2[N:33]=[CH:34][S:35][CH:36]=2)O1.O1CCOCC1.C([O-])([O-])=O.[Cs+].[Cs+].O. (7) Given the product [F:1][C:2]([F:7])([F:6])[C:3]([OH:5])=[O:4].[CH2:8]([S:10]([N:13]1[CH2:18][CH2:17][CH:16]([C:19]2[C:27]3[C:22](=[C:23]([C:39]([NH2:41])=[O:40])[CH:24]=[C:25]([C:28]4[CH:29]=[N:30][N:31]([CH2:33][CH2:34][NH:35][CH:36]([CH3:42])[CH3:37])[CH:32]=4)[CH:26]=3)[NH:21][CH:20]=2)[CH2:15][CH2:14]1)(=[O:11])=[O:12])[CH3:9], predict the reactants needed to synthesize it. The reactants are: [F:1][C:2]([F:7])([F:6])[C:3]([OH:5])=[O:4].[CH2:8]([S:10]([N:13]1[CH2:18][CH2:17][CH:16]([C:19]2[C:27]3[C:22](=[C:23]([C:39]([NH2:41])=[O:40])[CH:24]=[C:25]([C:28]4[CH:29]=[N:30][N:31]([CH2:33][CH2:34][NH:35][CH2:36][CH2:37]O)[CH:32]=4)[CH:26]=3)[NH:21][CH:20]=2)[CH2:15][CH2:14]1)(=[O:12])=[O:11])[CH3:9].[CH3:42]C(N)C.NCCO. (8) Given the product [ClH:4].[NH2:5][CH2:8][CH2:9][O:10][CH2:11][CH2:12][O:13][CH2:14][CH2:15][O:16][CH2:17][CH2:18][O:19][CH2:20][C:21]([O:23][CH2:1][CH3:2])=[O:22], predict the reactants needed to synthesize it. The reactants are: [C:1]([Cl:4])(=O)[CH3:2].[N:5]([CH2:8][CH2:9][O:10][CH2:11][CH2:12][O:13][CH2:14][CH2:15][O:16][CH2:17][CH2:18][O:19][CH2:20][C:21]([OH:23])=[O:22])=[N+]=[N-].O.C(Cl)Cl. (9) Given the product [OH:11][C:7]1[C:8]([CH:9]=[O:10])=[C:3]([O:2][CH3:1])[N:4]=[C:5]([O:13][CH2:14][C:15]([F:18])([F:16])[F:17])[N:6]=1, predict the reactants needed to synthesize it. The reactants are: [CH3:1][O:2][C:3]1[C:8]([CH:9]=[O:10])=[C:7]([O:11]C)[N:6]=[C:5]([O:13][CH2:14][C:15]([F:18])([F:17])[F:16])[N:4]=1.B(Br)(Br)Br.C(=O)([O-])O.[Na+]. (10) Given the product [CH:14]1([C:2]([C:4]2[CH:13]=[CH:12][C:7]3[O:8][CH2:9][CH2:10][O:11][C:6]=3[CH:5]=2)([OH:3])[CH3:1])[CH2:16][CH2:15]1, predict the reactants needed to synthesize it. The reactants are: [CH3:1][C:2]([C:4]1[CH:13]=[CH:12][C:7]2[O:8][CH2:9][CH2:10][O:11][C:6]=2[CH:5]=1)=[O:3].[CH:14]1([Mg]Br)[CH2:16][CH2:15]1.C1(C(C2C=CC(Cl)=CC=2)(O)C)CC1.